Predict which catalyst facilitates the given reaction. From a dataset of Catalyst prediction with 721,799 reactions and 888 catalyst types from USPTO. (1) Product: [Cl:1][C:2]1[CH:7]=[CH:6][C:5]([CH:8]=[CH:9][C:10]2[N:15]=[N:14][C:13]([C:16]3[C:21]([F:22])=[CH:20][CH:19]=[CH:18][C:17]=3[F:23])=[N:12][CH:11]=2)=[CH:4][CH:3]=1. The catalyst class is: 11. Reactant: [Cl:1][C:2]1[CH:7]=[CH:6][C:5]([CH:8](O)[CH2:9][C:10]2[N:15]=[N:14][C:13]([C:16]3[C:21]([F:22])=[CH:20][CH:19]=[CH:18][C:17]=3[F:23])=[N:12][CH:11]=2)=[CH:4][CH:3]=1.C1(C)C=CC(S(O)(=O)=O)=CC=1.O. (2) Product: [CH3:1][O:2][C:3](=[O:13])[C@@H:4]([N:12]1[CH2:29][C:28]([O:31][C:32]2[CH:37]=[CH:36][CH:35]=[C:34]([CH3:38])[C:33]=2[CH3:39])=[CH:27][C:26]1=[O:25])[CH2:5][CH:6]1[CH2:11][CH2:10][CH2:9][CH2:8][CH2:7]1. Reactant: [CH3:1][O:2][C:3](=[O:13])[C@@H:4]([NH2:12])[CH2:5][CH:6]1[CH2:11][CH2:10][CH2:9][CH2:8][CH2:7]1.C(N(CC)C(C)C)(C)C.C([O:25][C:26](=O)/[CH:27]=[C:28](/[O:31][C:32]1[CH:37]=[CH:36][CH:35]=[C:34]([CH3:38])[C:33]=1[CH3:39])\[CH2:29]Br)C. The catalyst class is: 9. (3) Reactant: [Br:1][C:2]1[C:3]([F:10])=[C:4]([CH:7]=[CH:8][CH:9]=1)[CH:5]=[O:6].[CH3:11][O:12][C:13]1[CH:18]=[CH:17][CH:16]=[CH:15][C:14]=1[Mg]Br. Product: [Br:1][C:2]1[C:3]([F:10])=[C:4]([CH:5]([C:14]2[CH:15]=[CH:16][CH:17]=[CH:18][C:13]=2[O:12][CH3:11])[OH:6])[CH:7]=[CH:8][CH:9]=1. The catalyst class is: 76. (4) Reactant: [OH:1][C:2]1[CH:7]=[CH:6][C:5]([C:8]2[S:12][C:11]([C@@:13]3([CH2:21][C:22]([O:24][CH2:25][CH2:26][Si:27]([CH3:30])([CH3:29])[CH3:28])=[O:23])[CH2:18][CH2:17][CH2:16][CH2:15][S:14]3(=[O:20])=[O:19])=[CH:10][CH:9]=2)=[CH:4][CH:3]=1.[CH2:31](I)[CH2:32][CH3:33].C(=O)([O-])[O-].C(OCC)(=O)C. Product: [CH2:31]([O:1][C:2]1[CH:7]=[CH:6][C:5]([C:8]2[S:12][C:11]([C@@:13]3([CH2:21][C:22]([O:24][CH2:25][CH2:26][Si:27]([CH3:29])([CH3:28])[CH3:30])=[O:23])[CH2:18][CH2:17][CH2:16][CH2:15][S:14]3(=[O:19])=[O:20])=[CH:10][CH:9]=2)=[CH:4][CH:3]=1)[CH2:32][CH3:33]. The catalyst class is: 9. (5) Reactant: [Br:1][C:2]1[CH:21]=[CH:20][C:5]([CH2:6][C:7]2([C:16](OC)=[O:17])[CH2:12][CH2:11][CH:10]([CH:13]([F:15])[F:14])[CH2:9][CH2:8]2)=[C:4](I)[CH:3]=1.N#N.C([Mg]Cl)(C)C.[Cl-].[Li+]. Product: [Br:1][C:2]1[CH:21]=[C:20]2[C:5]([CH2:6][C:7]3([CH2:8][CH2:9][CH:10]([CH:13]([F:15])[F:14])[CH2:11][CH2:12]3)[C:16]2=[O:17])=[CH:4][CH:3]=1. The catalyst class is: 1.